Predict which catalyst facilitates the given reaction. From a dataset of Catalyst prediction with 721,799 reactions and 888 catalyst types from USPTO. Reactant: [CH3:1][O:2][C:3]1[CH:24]=[C:23]([CH2:25][O:26][Si:27]([CH:34]([CH3:36])[CH3:35])([CH:31]([CH3:33])[CH3:32])[CH:28]([CH3:30])[CH3:29])[CH:22]=[CH:21][C:4]=1[O:5][CH2:6][C:7]1[N:8]=[C:9]([C:13]2[CH:14]=[C:15]([CH:18]=[CH:19][CH:20]=2)[C:16]#[N:17])[O:10][C:11]=1[CH3:12].C[Sn]([N:41]=[N+:42]=[N-:43])(C)C. Product: [CH3:1][O:2][C:3]1[CH:24]=[C:23]([CH2:25][O:26][Si:27]([CH:28]([CH3:29])[CH3:30])([CH:34]([CH3:36])[CH3:35])[CH:31]([CH3:33])[CH3:32])[CH:22]=[CH:21][C:4]=1[O:5][CH2:6][C:7]1[N:8]=[C:9]([C:13]2[CH:14]=[C:15]([C:16]3[NH:43][N:42]=[N:41][N:17]=3)[CH:18]=[CH:19][CH:20]=2)[O:10][C:11]=1[CH3:12]. The catalyst class is: 11.